This data is from Forward reaction prediction with 1.9M reactions from USPTO patents (1976-2016). The task is: Predict the product of the given reaction. Given the reactants [Cl:1][C:2]1[CH:3]=[C:4]([C:8]2[N:13]=[C:12]3[CH2:14][CH2:15][CH2:16][C:11]3=[C:10]([CH:17]([OH:30])[C:18]3[CH:23]=[CH:22][C:21]([CH2:24][C:25](OCC)=[O:26])=[CH:20][CH:19]=3)[CH:9]=2)[CH:5]=[CH:6][CH:7]=1.[NH3:31], predict the reaction product. The product is: [ClH:1].[Cl:1][C:2]1[CH:3]=[C:4]([C:8]2[N:13]=[C:12]3[CH2:14][CH2:15][CH2:16][C:11]3=[C:10]([CH:17]([OH:30])[C:18]3[CH:19]=[CH:20][C:21]([CH2:24][C:25]([NH2:31])=[O:26])=[CH:22][CH:23]=3)[CH:9]=2)[CH:5]=[CH:6][CH:7]=1.